Dataset: Forward reaction prediction with 1.9M reactions from USPTO patents (1976-2016). Task: Predict the product of the given reaction. (1) Given the reactants [S-:1][C:2]#[N:3].[K+].[Cl:5][C:6]1[N:11]=[C:10](Cl)[C:9]([N+:13]([O-:15])=[O:14])=[CH:8][N:7]=1, predict the reaction product. The product is: [Cl:5][C:6]1[N:11]=[C:10]([S:1][C:2]#[N:3])[C:9]([N+:13]([O-:15])=[O:14])=[CH:8][N:7]=1. (2) Given the reactants [C:1]([O:5][C:6](=[O:19])[NH:7][C:8]1([C:12]2[CH:17]=[CH:16][C:15](Cl)=[CH:14][CH:13]=2)[CH2:11][CH2:10][CH2:9]1)([CH3:4])([CH3:3])[CH3:2].CC([O-])=O.[K+].[CH3:25][C:26]1([CH3:42])[C:30]([CH3:32])([CH3:31])[O:29][B:28]([B:28]2[O:29][C:30]([CH3:32])([CH3:31])[C:26]([CH3:42])([CH3:25])[O:27]2)[O:27]1, predict the reaction product. The product is: [CH3:25][C:26]1([CH3:42])[C:30]([CH3:32])([CH3:31])[O:29][B:28]([C:15]2[CH:16]=[CH:17][C:12]([C:8]3([NH:7][C:6](=[O:19])[O:5][C:1]([CH3:4])([CH3:3])[CH3:2])[CH2:11][CH2:10][CH2:9]3)=[CH:13][CH:14]=2)[O:27]1. (3) Given the reactants [Br:1][C:2]1[CH:8]=[CH:7][C:6]([N+:9]([O-:11])=[O:10])=[CH:5][C:3]=1[NH2:4].N1C=CC=CC=1.Cl[C:19]([O:21][CH3:22])=[O:20], predict the reaction product. The product is: [Br:1][C:2]1[CH:8]=[CH:7][C:6]([N+:9]([O-:11])=[O:10])=[CH:5][C:3]=1[NH:4][C:19](=[O:20])[O:21][CH3:22]. (4) Given the reactants [CH2:1]([C:3]1[CH:8]=[CH:7][C:6]([C:9]2[C:13]([CH2:14][O:15][C:16]3[C:21]([F:22])=[CH:20][C:19]([CH2:23][CH2:24][C:25]([O:27]C(C)(C)C)=[O:26])=[CH:18][C:17]=3[F:32])=[C:12]([C:33]([F:36])([F:35])[F:34])[S:11][N:10]=2)=[CH:5][CH:4]=1)[CH3:2].C(O)(C(F)(F)F)=O, predict the reaction product. The product is: [CH2:1]([C:3]1[CH:4]=[CH:5][C:6]([C:9]2[C:13]([CH2:14][O:15][C:16]3[C:21]([F:22])=[CH:20][C:19]([CH2:23][CH2:24][C:25]([OH:27])=[O:26])=[CH:18][C:17]=3[F:32])=[C:12]([C:33]([F:34])([F:35])[F:36])[S:11][N:10]=2)=[CH:7][CH:8]=1)[CH3:2]. (5) Given the reactants [C:1]([S:5]([C:8]1[CH:9]=[C:10]2[C:15](=[CH:16][CH:17]=1)[N:14]=[CH:13][CH:12]=[C:11]2[Cl:18])(=[O:7])=[O:6])([CH3:4])([CH3:3])[CH3:2].[NH2:19][C:20]1[C:24]([C:25]([O:27][CH2:28][CH3:29])=[O:26])=[C:23]([CH3:30])[NH:22][N:21]=1, predict the reaction product. The product is: [ClH:18].[C:1]([S:5]([C:8]1[CH:9]=[C:10]2[C:15](=[CH:16][CH:17]=1)[N:14]=[CH:13][CH:12]=[C:11]2[NH:19][C:20]1[C:24]([C:25]([O:27][CH2:28][CH3:29])=[O:26])=[C:23]([CH3:30])[NH:22][N:21]=1)(=[O:7])=[O:6])([CH3:4])([CH3:3])[CH3:2]. (6) Given the reactants [C:1]([S@@:5]([NH2:7])=[O:6])([CH3:4])([CH3:3])[CH3:2].[Br:8][C:9]1[N:14]=[C:13]([C:15](=O)[CH2:16][CH2:17][O:18][CH3:19])[C:12]([F:21])=[C:11]([Si:22]([CH2:27][CH3:28])([CH2:25][CH3:26])[CH2:23][CH3:24])[CH:10]=1, predict the reaction product. The product is: [Br:8][C:9]1[N:14]=[C:13](/[C:15](=[N:7]/[S@:5]([C:1]([CH3:4])([CH3:3])[CH3:2])=[O:6])/[CH2:16][CH2:17][O:18][CH3:19])[C:12]([F:21])=[C:11]([Si:22]([CH2:27][CH3:28])([CH2:23][CH3:24])[CH2:25][CH3:26])[CH:10]=1.